From a dataset of Catalyst prediction with 721,799 reactions and 888 catalyst types from USPTO. Predict which catalyst facilitates the given reaction. (1) Reactant: [C:1]([C:4]1[CH:9]=[CH:8][C:7]([B:10]([OH:12])[OH:11])=[CH:6][CH:5]=1)([OH:3])=O.[CH:13]([N:16]1[CH2:21][CH2:20][NH:19][CH2:18][CH2:17]1)([CH3:15])[CH3:14].CN(C(ON1N=NC2C=CC=NC1=2)=[N+](C)C)C.F[P-](F)(F)(F)(F)F. Product: [CH:13]([N:16]1[CH2:21][CH2:20][N:19]([C:1]([C:4]2[CH:9]=[CH:8][C:7]([B:10]([OH:12])[OH:11])=[CH:6][CH:5]=2)=[O:3])[CH2:18][CH2:17]1)([CH3:15])[CH3:14]. The catalyst class is: 3. (2) Reactant: [OH:1][C:2]1[CH:19]=[CH:18][C:5]2[CH2:6][CH2:7][N:8]([C:11]([O:13][C:14]([CH3:17])([CH3:16])[CH3:15])=[O:12])[CH2:9][CH2:10][C:4]=2[C:3]=1[N+:20]([O-])=O. Product: [NH2:20][C:3]1[C:4]2[CH2:10][CH2:9][N:8]([C:11]([O:13][C:14]([CH3:16])([CH3:15])[CH3:17])=[O:12])[CH2:7][CH2:6][C:5]=2[CH:18]=[CH:19][C:2]=1[OH:1]. The catalyst class is: 50. (3) Reactant: [O:1]1[C:5]([C:6]2[CH:14]=[CH:13][C:9]([C:10](O)=[O:11])=[CH:8][CH:7]=2)=[CH:4][N:3]=[CH:2]1.CC[N:17](CC)CC.ClC(OCC(C)C)=O.[NH4+].[OH-]. Product: [O:1]1[C:5]([C:6]2[CH:14]=[CH:13][C:9]([C:10]([NH2:17])=[O:11])=[CH:8][CH:7]=2)=[CH:4][N:3]=[CH:2]1. The catalyst class is: 1. (4) Product: [CH2:30]([O:1][C:2]1[CH:7]=[CH:6][C:5]([C@@:8]23[C@@H:17]([OH:18])[CH2:16][CH2:15][CH2:14][C@H:13]2[C@H:12]([CH3:19])[C:11]2([O:20][CH2:21][CH2:22][O:23]2)[CH2:10][CH2:9]3)=[CH:4][CH:3]=1)[C:31]1[CH:36]=[CH:35][CH:34]=[CH:33][CH:32]=1. The catalyst class is: 21. Reactant: [OH:1][C:2]1[CH:7]=[CH:6][C:5]([C@@:8]23[C@@H:17]([OH:18])[CH2:16][CH2:15][CH2:14][C@H:13]2[C@H:12]([CH3:19])[C:11]2([O:23][CH2:22][CH2:21][O:20]2)[CH2:10][CH2:9]3)=[CH:4][CH:3]=1.C(=O)([O-])[O-].[K+].[K+].[CH2:30](Br)[C:31]1[CH:36]=[CH:35][CH:34]=[CH:33][CH:32]=1.